From a dataset of Full USPTO retrosynthesis dataset with 1.9M reactions from patents (1976-2016). Predict the reactants needed to synthesize the given product. (1) Given the product [C:11]([C:9]1[CH:10]=[C:5]([C:1]([CH3:4])([CH3:2])[CH3:3])[C:6](=[O:16])[C:7](=[O:15])[C:8]=1[N+:17]([O-:19])=[O:18])([CH3:14])([CH3:13])[CH3:12], predict the reactants needed to synthesize it. The reactants are: [C:1]([C:5]1[C:6](=[O:16])[C:7](=[O:15])[CH:8]=[C:9]([C:11]([CH3:14])([CH3:13])[CH3:12])[CH:10]=1)([CH3:4])([CH3:3])[CH3:2].[N+:17]([O-])([OH:19])=[O:18].O. (2) Given the product [CH2:35]([O:34][C:32]([CH:31]1[CH:14]2[CH2:15][C:16]3[CH:17]=[C:9]([N:8]([CH2:18][C:19]4[CH:20]=[CH:21][C:22]([O:25][CH3:26])=[CH:23][CH:24]=4)[CH2:7][C:6]4[CH:5]=[CH:4][C:3]([O:2][CH3:1])=[CH:28][CH:27]=4)[N:10]=[CH:11][C:12]=3[CH:13]12)=[O:33])[CH3:36], predict the reactants needed to synthesize it. The reactants are: [CH3:1][O:2][C:3]1[CH:28]=[CH:27][C:6]([CH2:7][N:8]([CH2:18][C:19]2[CH:24]=[CH:23][C:22]([O:25][CH3:26])=[CH:21][CH:20]=2)[C:9]2[N:10]=[CH:11][C:12]3[CH:13]=[CH:14][CH2:15][C:16]=3[CH:17]=2)=[CH:5][CH:4]=1.[N+](=[CH:31][C:32]([O:34][CH2:35][CH3:36])=[O:33])=[N-].